Dataset: Full USPTO retrosynthesis dataset with 1.9M reactions from patents (1976-2016). Task: Predict the reactants needed to synthesize the given product. (1) Given the product [Cl:28][C:29]1[CH:30]=[C:31]([NH:35][C:36]([O:21][CH2:20][C:5]2[CH:6]=[C:7]([CH:18]=[CH:19][C:4]=2[O:3][CH2:1][CH3:2])[CH2:8][C:9]2([C:14]([OH:16])=[O:15])[CH2:13][CH2:12][CH2:11][O:10]2)=[O:37])[CH:32]=[CH:33][CH:34]=1, predict the reactants needed to synthesize it. The reactants are: [CH2:1]([O:3][C:4]1[CH:19]=[CH:18][C:7]([CH2:8][C:9]2([C:14]([O:16]C)=[O:15])[CH2:13][CH2:12][CH2:11][O:10]2)=[CH:6][C:5]=1[CH2:20][OH:21])[CH3:2].N1C=CC=CC=1.[Cl:28][C:29]1[CH:30]=[C:31]([N:35]=[C:36]=[O:37])[CH:32]=[CH:33][CH:34]=1.Cl. (2) Given the product [CH3:18][O:11][C:10](=[O:12])[CH2:9][C:6]1[CH:5]=[CH:4][C:3]([S:2][CH3:1])=[CH:8][CH:7]=1, predict the reactants needed to synthesize it. The reactants are: [CH3:1][S:2][C:3]1[CH:8]=[CH:7][C:6]([CH2:9][C:10]([OH:12])=[O:11])=[CH:5][CH:4]=1.S(=O)(=O)(O)O.[CH3:18]O. (3) The reactants are: [C:1]([O:5][C:6]([NH:8][C@@H:9]([CH2:16][C:17]1[CH:22]=[CH:21][CH:20]=[CH:19][CH:18]=1)[CH2:10]OS(C)(=O)=O)=[O:7])([CH3:4])([CH3:3])[CH3:2].[C-:23]#[N:24].[Na+].O. Given the product [C:1]([O:5][C:6](=[O:7])[NH:8][C@@H:9]([CH2:16][C:17]1[CH:22]=[CH:21][CH:20]=[CH:19][CH:18]=1)[CH2:10][C:23]#[N:24])([CH3:4])([CH3:3])[CH3:2], predict the reactants needed to synthesize it. (4) Given the product [Cl:17][C:8]1[CH:7]=[CH:6][C:4]([NH2:5])=[C:3]([CH3:9])[C:2]=1[F:1], predict the reactants needed to synthesize it. The reactants are: [F:1][C:2]1[C:3]([CH3:9])=[C:4]([CH:6]=[CH:7][CH:8]=1)[NH2:5].C1C(=O)N([Cl:17])C(=O)C1.O.C(OCC)(=O)C.